Dataset: Full USPTO retrosynthesis dataset with 1.9M reactions from patents (1976-2016). Task: Predict the reactants needed to synthesize the given product. (1) The reactants are: Br[C:2]1[CH:3]=[CH:4][C:5]([F:21])=[C:6]([C@:8]2([CH2:19][F:20])[CH2:13][C@@H:12]([C:14]([F:17])([F:16])[F:15])[O:11][C:10]([NH2:18])=[N:9]2)[CH:7]=1.C(N(CC)CC)C.[CH2:29]([Si:31]([CH2:36][CH3:37])([CH2:34][CH3:35])[C:32]#[CH:33])[CH3:30]. Given the product [F:21][C:5]1[CH:4]=[CH:3][C:2]([C:30]#[C:29][Si:31]([CH2:36][CH3:37])([CH2:34][CH3:35])[CH2:32][CH3:33])=[CH:7][C:6]=1[C@:8]1([CH2:19][F:20])[CH2:13][C@@H:12]([C:14]([F:17])([F:16])[F:15])[O:11][C:10]([NH2:18])=[N:9]1, predict the reactants needed to synthesize it. (2) Given the product [C:23]([O:14][C:11]1([CH2:15][C:16]2[CH:17]=[CH:18][C:19]([F:22])=[CH:20][CH:21]=2)[CH2:10][CH2:9][NH:8][CH2:13][CH2:12]1)(=[O:25])[CH3:24], predict the reactants needed to synthesize it. The reactants are: C([N:8]1[CH2:13][CH2:12][C:11]([CH2:15][C:16]2[CH:21]=[CH:20][C:19]([F:22])=[CH:18][CH:17]=2)([OH:14])[CH2:10][CH2:9]1)C1C=CC=CC=1.[C:23](O)(=[O:25])[CH3:24]. (3) Given the product [C:1]([O:4][CH:5]1[C:9]2=[N:10][CH:11]=[C:12]([NH:29][C:53]([C:39]3[C:38]([NH:37][C:35]([O:34][C:30]([CH3:33])([CH3:32])[CH3:31])=[O:36])=[CH:43][C:42]([F:44])=[C:41]([C:45]4[C:50]([F:51])=[CH:49][CH:48]=[CH:47][C:46]=4[F:52])[N:40]=3)=[O:54])[C:13]([N:14]3[CH2:19][C@H:18]([CH3:20])[CH2:17][C@H:16]([NH:21][C:22]([O:24][C:25]([CH3:28])([CH3:27])[CH3:26])=[O:23])[CH2:15]3)=[C:8]2[CH2:7][CH2:6]1)(=[O:3])[CH3:2], predict the reactants needed to synthesize it. The reactants are: [C:1]([O:4][CH:5]1[C:9]2=[N:10][CH:11]=[C:12]([NH2:29])[C:13]([N:14]3[CH2:19][C@H:18]([CH3:20])[CH2:17][C@H:16]([NH:21][C:22]([O:24][C:25]([CH3:28])([CH3:27])[CH3:26])=[O:23])[CH2:15]3)=[C:8]2[CH2:7][CH2:6]1)(=[O:3])[CH3:2].[C:30]([O:34][C:35]([NH:37][C:38]1[C:39]([C:53](O)=[O:54])=[N:40][C:41]([C:45]2[C:50]([F:51])=[CH:49][CH:48]=[CH:47][C:46]=2[F:52])=[C:42]([F:44])[CH:43]=1)=[O:36])([CH3:33])([CH3:32])[CH3:31].CN(C(ON1N=NC2C=CC=NC1=2)=[N+](C)C)C.F[P-](F)(F)(F)(F)F.CCN(C(C)C)C(C)C. (4) Given the product [Cl:1][C:2]1[CH:10]=[CH:9][C:8]([C:11]2[C:12]([C@@H:27]([NH:37][C:38](=[O:55])[CH2:39][N:40]3[C:44]4[C:45]([F:50])([F:49])[C@@H:46]5[CH2:48][C@@H:47]5[C:43]=4[C:42]([CH:51]([F:53])[F:54])=[N:41]3)[CH2:28][C:29]3[CH:34]=[C:33]([F:35])[CH:32]=[C:31]([F:36])[CH:30]=3)=[N:13][C:14]([C:17]#[C:18][C:19]3([O:26][Si:119]([CH:126]([CH3:128])[CH3:127])([CH:123]([CH3:125])[CH3:124])[CH:120]([CH3:122])[CH3:121])[CH2:20][CH2:24]3)=[CH:15][CH:16]=2)=[C:7]2[C:3]=1[C:4]([NH:57][S:58]([CH3:61])(=[O:60])=[O:59])=[N:5][N:6]2[CH3:56], predict the reactants needed to synthesize it. The reactants are: [Cl:1][C:2]1[CH:10]=[CH:9][C:8]([C:11]2[C:12]([C@@H:27]([NH:37][C:38](=[O:55])[CH2:39][N:40]3[C:44]4[C:45]([F:50])([F:49])[C@@H:46]5[CH2:48][C@@H:47]5[C:43]=4[C:42]([C:51]([F:54])([F:53])F)=[N:41]3)[CH2:28][C:29]3[CH:34]=[C:33]([F:35])[CH:32]=[C:31]([F:36])[CH:30]=3)=[N:13][C:14]([C:17]#[C:18][CH:19]([OH:26])[C:20]3N=CN(C)[CH:24]=3)=[CH:15][CH:16]=2)=[C:7]2[C:3]=1[C:4]([NH:57][S:58]([CH3:61])(=[O:60])=[O:59])=[N:5][N:6]2[CH3:56].ClC1N=C([C@@H](NC(=O)CN2C3C(F)(F)[C@@H]4C[C@@H]4C=3C(C(F)F)=N2)CC2C=C(F)C=C(F)C=2)C(C2C=CC(Cl)=C3C=2N(C)N=C3NS(C)(=O)=O)=CC=1.C(C1(O[Si:119]([CH:126]([CH3:128])[CH3:127])([CH:123]([CH3:125])[CH3:124])[CH:120]([CH3:122])[CH3:121])CC1)#C. (5) Given the product [ClH:17].[CH2:18]([O:20][CH2:21][C@H:22]1[CH2:27][CH2:26][CH2:25][N:24]([CH2:14][C@H:9]2[CH2:10][CH2:11][CH2:12][CH2:13][C@@H:8]2[NH2:7])[CH2:23]1)[CH3:19], predict the reactants needed to synthesize it. The reactants are: C(OC(=O)[NH:7][C@H:8]1[CH2:13][CH2:12][CH2:11][CH2:10][C@@H:9]1[CH:14]=O)(C)(C)C.[ClH:17].[CH2:18]([O:20][CH2:21][C@H:22]1[CH2:27][CH2:26][CH2:25][NH:24][CH2:23]1)[CH3:19].[BH-](OC(C)=O)(OC(C)=O)OC(C)=O.[Na+].[OH-].[Na+].Cl.O1CCOCC1. (6) Given the product [Br:6][C:7]1[CH:12]=[CH:11][C:10]([CH2:13][O:14][Si:20]([C:23]([CH3:26])([CH3:25])[CH3:24])([CH3:22])[CH3:21])=[CH:9][CH:8]=1, predict the reactants needed to synthesize it. The reactants are: CN(C)C=O.[Br:6][C:7]1[CH:12]=[CH:11][C:10]([CH2:13][OH:14])=[CH:9][CH:8]=1.N1C=CN=C1.[Si:20](Cl)([C:23]([CH3:26])([CH3:25])[CH3:24])([CH3:22])[CH3:21]. (7) Given the product [OH:2][C:3]1[CH2:4][C:5]([S:12]([C:15]2([CH2:23][CH2:24][Cl:25])[CH:20]=[CH:19][CH:18]=[C:17]([OH:21])[CH2:16]2)(=[O:14])=[O:13])([CH2:9][CH2:10][Cl:11])[CH:6]=[CH:7][CH:8]=1, predict the reactants needed to synthesize it. The reactants are: C[O:2][C:3]1[CH2:4][C:5]([S:12]([C:15]2([CH2:23][CH2:24][Cl:25])[CH:20]=[CH:19][CH:18]=[C:17]([O:21]C)[CH2:16]2)(=[O:14])=[O:13])([CH2:9][CH2:10][Cl:11])[CH:6]=[CH:7][CH:8]=1.B(Br)(Br)Br.[Na+].[Cl-]. (8) Given the product [N:29]1([C:18]2[CH:17]=[CH:16][N:15]=[C:14]3[N:10]([C:8]4[CH:7]=[CH:6][C:3]([C:4]#[N:5])=[C:2]([Br:1])[CH:9]=4)[N:11]=[C:12]([CH:20]([CH3:22])[CH3:21])[C:13]=23)[CH:33]=[CH:32][N:31]=[CH:30]1, predict the reactants needed to synthesize it. The reactants are: [Br:1][C:2]1[CH:9]=[C:8]([N:10]2[C:14]3=[N:15][CH:16]=[CH:17][C:18](Cl)=[C:13]3[C:12]([CH:20]([CH3:22])[CH3:21])=[N:11]2)[CH:7]=[CH:6][C:3]=1[C:4]#[N:5].C(=O)([O-])[O-].[K+].[K+].[NH:29]1[CH:33]=[CH:32][N:31]=[CH:30]1. (9) Given the product [Cl:11][C:12]1[C:17]([F:18])=[CH:16][C:15]([CH:22]=[O:23])=[C:14]([OH:19])[CH:13]=1, predict the reactants needed to synthesize it. The reactants are: C1N2CN3CN(C2)CN1C3.[Cl:11][C:12]1[CH:13]=[C:14]([OH:19])[CH:15]=[CH:16][C:17]=1[F:18].FC(F)(F)[C:22](O)=[O:23]. (10) Given the product [CH3:10][NH2:11].[Cl:1][C:2]1[CH:3]=[C:4]([NH:16][C:17]2[C:26]3[C:21](=[CH:22][CH:23]=[CH:24][C:25]=3[O:27][C@@H:28]([CH3:32])[C:29]([NH:31][CH3:34])=[O:30])[N:20]=[CH:19][N:18]=2)[CH:5]=[CH:6][C:7]=1[O:8][CH2:9][C:10]1[CH:15]=[CH:14][CH:13]=[CH:12][N:11]=1, predict the reactants needed to synthesize it. The reactants are: [Cl:1][C:2]1[CH:3]=[C:4]([NH:16][C:17]2[C:26]3[C:21](=[CH:22][CH:23]=[CH:24][C:25]=3[O:27][C@@H:28]([CH3:32])[C:29]([NH2:31])=[O:30])[N:20]=[CH:19][N:18]=2)[CH:5]=[CH:6][C:7]=1[O:8][CH2:9][C:10]1[CH:15]=[CH:14][CH:13]=[CH:12][N:11]=1.O1CCC[CH2:34]1.